Task: Predict the reaction yield, written as a fraction of the theoretical maximum amount of product (1.0 means a 100% yield; for example, 0.34 means a 34% yield).. Dataset: Reaction yield outcomes from USPTO patents with 853,638 reactions (1) The reactants are [Cl:1][C:2]1[CH:3]=[C:4]2[C:8](=[CH:9][CH:10]=1)[N:7]([C:11]1[N:15]([CH3:16])[N:14]=[C:13]([CH3:17])[C:12]=1/[CH:18]=[CH:19]/[C:20]([NH:22][S:23]([NH:26][CH2:27][CH2:28]C(OCC)=O)(=[O:25])=[O:24])=[O:21])[CH:6]=[CH:5]2.[CH3:34][Mg]Br.[Cl-].[NH4+].[O:39]1[CH2:43][CH2:42]CC1. No catalyst specified. The product is [Cl:1][C:2]1[CH:3]=[C:4]2[C:8](=[CH:9][CH:10]=1)[N:7]([C:11]1[N:15]([CH3:16])[N:14]=[C:13]([CH3:17])[C:12]=1/[CH:18]=[CH:19]/[C:20]([NH:22][S:23]([NH:26][CH2:27][CH2:28][C:43]([OH:39])([CH3:42])[CH3:34])(=[O:24])=[O:25])=[O:21])[CH:6]=[CH:5]2. The yield is 0.350. (2) The reactants are [H-].[Na+].[NH2:3][C:4]1[N:5]=[N:6][CH:7]=[CH:8][CH:9]=1.[N+](C1C=CC([O:19][C:20]([N:22]2[CH2:25][CH:24]([O:26][C:27]3[CH:32]=[CH:31][C:30]([Br:33])=[CH:29][N:28]=3)[CH2:23]2)=O)=CC=1)([O-])=O.C(=O)(O)[O-].[Na+]. The catalyst is CN(C=O)C. The product is [N:6]1[CH:7]=[CH:8][CH:9]=[C:4]([NH:3][C:20]([N:22]2[CH2:23][CH:24]([O:26][C:27]3[CH:32]=[CH:31][C:30]([Br:33])=[CH:29][N:28]=3)[CH2:25]2)=[O:19])[N:5]=1. The yield is 0.800. (3) The reactants are [C:1]([O:5][C:6]([N:8]1[CH2:13][CH2:12][CH:11]([N:14]2[CH2:18][CH2:17][CH2:16][C@H:15]2[CH2:19][OH:20])[CH2:10][CH2:9]1)=[O:7])([CH3:4])([CH3:3])[CH3:2].[H-].[Na+].[C:23](Cl)(=[O:30])[C:24]1[CH:29]=[CH:28][CH:27]=[CH:26][CH:25]=1. The catalyst is C1COCC1. The product is [C:1]([O:5][C:6]([N:8]1[CH2:13][CH2:12][CH:11]([N:14]2[CH2:18][CH2:17][CH2:16][C@H:15]2[CH2:19][O:20][C:23](=[O:30])[C:24]2[CH:29]=[CH:28][CH:27]=[CH:26][CH:25]=2)[CH2:10][CH2:9]1)=[O:7])([CH3:4])([CH3:3])[CH3:2]. The yield is 0.610.